From a dataset of Forward reaction prediction with 1.9M reactions from USPTO patents (1976-2016). Predict the product of the given reaction. (1) Given the reactants [C:1]1([CH:7]([NH2:14])[C:8]2[CH:13]=[CH:12][CH:11]=[CH:10][CH:9]=2)[CH:6]=[CH:5][CH:4]=[CH:3][CH:2]=1.Cl[C:16]1[N:21]=[C:20](Cl)[C:19]([F:23])=[CH:18][N:17]=1, predict the reaction product. The product is: [C:1]1([CH:7]([C:8]2[CH:9]=[CH:10][CH:11]=[CH:12][CH:13]=2)[NH:14][C:16]2[N:21]=[C:20]([NH:14][CH:7]([C:1]3[CH:6]=[CH:5][CH:4]=[CH:3][CH:2]=3)[C:8]3[CH:13]=[CH:12][CH:11]=[CH:10][CH:9]=3)[C:19]([F:23])=[CH:18][N:17]=2)[CH:6]=[CH:5][CH:4]=[CH:3][CH:2]=1. (2) Given the reactants Br[CH2:2][C:3]([C:5]1[CH:10]=[C:9]([O:11][CH3:12])[C:8]([Br:13])=[C:7]([O:14][CH3:15])[CH:6]=1)=O.CCOC(C)=O.C([O-])(O)=O.[Na+].[CH:27]([NH2:29])=[O:28], predict the reaction product. The product is: [Br:13][C:8]1[C:9]([O:11][CH3:12])=[CH:10][C:5]([C:3]2[N:29]=[CH:27][O:28][CH:2]=2)=[CH:6][C:7]=1[O:14][CH3:15]. (3) Given the reactants [NH:1]1[CH2:6][CH2:5][CH:4]([N:7]2[CH:11]=[C:10]([C:12]3[CH:17]=[N:16][N:15]4[C:18]([C:21]5[CH:22]=[C:23]([NH:27][C:28]([NH:30][CH2:31][C:32]([F:35])([F:34])[F:33])=[O:29])[CH:24]=[CH:25][CH:26]=5)=[CH:19][N:20]=[C:14]4[CH:13]=3)[CH:9]=[N:8]2)[CH2:3][CH2:2]1.[C:36]([C:38]1([C:41](O)=[O:42])[CH2:40][CH2:39]1)#[N:37], predict the reaction product. The product is: [C:36]([C:38]1([C:41]([N:1]2[CH2:6][CH2:5][CH:4]([N:7]3[CH:11]=[C:10]([C:12]4[CH:17]=[N:16][N:15]5[C:18]([C:21]6[CH:22]=[C:23]([NH:27][C:28]([NH:30][CH2:31][C:32]([F:33])([F:35])[F:34])=[O:29])[CH:24]=[CH:25][CH:26]=6)=[CH:19][N:20]=[C:14]5[CH:13]=4)[CH:9]=[N:8]3)[CH2:3][CH2:2]2)=[O:42])[CH2:40][CH2:39]1)#[N:37]. (4) Given the reactants Cl[C:2]1[N:3]=[CH:4][C:5]([C:8]([NH2:10])=[O:9])=[N:6][CH:7]=1.[C:11]([O:15][C:16](=[O:34])[N:17]([CH2:26][C:27]1[CH:32]=[CH:31][C:30]([OH:33])=[CH:29][CH:28]=1)[CH2:18][CH2:19][C:20]1[CH:25]=[CH:24][CH:23]=[CH:22][CH:21]=1)([CH3:14])([CH3:13])[CH3:12].C([O-])([O-])=O.[K+].[K+], predict the reaction product. The product is: [C:11]([O:15][C:16](=[O:34])[N:17]([CH2:26][C:27]1[CH:32]=[CH:31][C:30]([O:33][C:2]2[CH:7]=[N:6][C:5]([C:8](=[O:9])[NH2:10])=[CH:4][N:3]=2)=[CH:29][CH:28]=1)[CH2:18][CH2:19][C:20]1[CH:25]=[CH:24][CH:23]=[CH:22][CH:21]=1)([CH3:14])([CH3:12])[CH3:13]. (5) The product is: [NH2:29][C:30]1[N:8]([C@@H:9]2[CH2:14][CH2:13][C@H:12]([C:15]([NH:17][CH:18]([CH3:20])[CH3:19])=[O:16])[CH2:11][CH2:10]2)[C:6]2[CH:7]=[C:2]([Cl:1])[CH:3]=[CH:4][C:5]=2[N:21]=1. Given the reactants [Cl:1][C:2]1[CH:3]=[CH:4][C:5]([N+:21]([O-])=O)=[C:6]([NH:8][C@@H:9]2[CH2:14][CH2:13][C@H:12]([C:15]([NH:17][CH:18]([CH3:20])[CH3:19])=[O:16])[CH2:11][CH2:10]2)[CH:7]=1.O.O.[Sn](Cl)Cl.[NH2:29][C:30]1C=CC(Cl)=CC=1N[C@@H]1CC[C@H](C(NC(C)C)=O)CC1.N#CBr, predict the reaction product. (6) Given the reactants Cl[C:2]1[NH:6][C:5]2[CH:7]=[CH:8][CH:9]=[CH:10][C:4]=2[N:3]=1.[Br:11][C:12]1[CH:17]=[CH:16][C:15]([OH:18])=[CH:14][CH:13]=1, predict the reaction product. The product is: [Br:11][C:12]1[CH:17]=[CH:16][C:15]([O:18][C:2]2[NH:6][C:5]3[CH:7]=[CH:8][CH:9]=[CH:10][C:4]=3[N:3]=2)=[CH:14][CH:13]=1. (7) Given the reactants Cl[C:2]1[CH:7]=[N:6][CH:5]=[C:4]([O:8][CH2:9][CH2:10][C:11]2[N:12]=[C:13]([C:17]3[CH:22]=[CH:21][CH:20]=[CH:19][CH:18]=3)[O:14][C:15]=2[CH3:16])[N:3]=1.CC1OC(C2C=CC=CC=2)=NC=1CCO.[NH:38]1[CH2:43][CH2:42][NH:41][CH2:40][CH2:39]1.C([O-])([O-])=O.[K+].[K+], predict the reaction product. The product is: [CH3:16][C:15]1[O:14][C:13]([C:17]2[CH:22]=[CH:21][CH:20]=[CH:19][CH:18]=2)=[N:12][C:11]=1[CH2:10][CH2:9][O:8][C:4]1[CH:5]=[N:6][CH:7]=[C:2]([N:38]2[CH2:43][CH2:42][NH:41][CH2:40][CH2:39]2)[N:3]=1. (8) The product is: [ClH:3].[CH3:6][CH:5]([O:7][C:8]1[CH:13]=[CH:12][CH:11]=[CH:10][C:9]=1[N:14]1[CH2:15][CH2:16][N:17]([CH2:20][CH2:21][NH:22][C:23](=[O:32])[CH2:24][N:25]2[CH2:30][CH2:29][CH2:28][CH2:27][C:26]2=[O:31])[CH2:18][CH2:19]1)[CH3:4]. Given the reactants O.O.[ClH:3].[CH3:4][CH:5]([O:7][C:8]1[CH:13]=[CH:12][CH:11]=[CH:10][C:9]=1[N:14]1[CH2:19][CH2:18][N:17]([CH2:20][CH2:21][NH:22][C:23](=[O:32])[CH2:24][N:25]2[CH2:30][CH2:29][CH2:28][CH2:27][C:26]2=[O:31])[CH2:16][CH2:15]1)[CH3:6], predict the reaction product. (9) Given the reactants [CH3:1][O:2][C:3]1[C:8]2[N:9]=[C:10]([C:12]#[N:13])[S:11][C:7]=2[C:6]([N:14]2[CH2:19][CH2:18][O:17][CH2:16][CH2:15]2)=[CH:5][CH:4]=1.C(N(CC)CC)C.[SH2:27], predict the reaction product. The product is: [CH3:1][O:2][C:3]1[C:8]2[N:9]=[C:10]([C:12](=[S:27])[NH2:13])[S:11][C:7]=2[C:6]([N:14]2[CH2:15][CH2:16][O:17][CH2:18][CH2:19]2)=[CH:5][CH:4]=1.